This data is from NCI-60 drug combinations with 297,098 pairs across 59 cell lines. The task is: Regression. Given two drug SMILES strings and cell line genomic features, predict the synergy score measuring deviation from expected non-interaction effect. Drug 1: CC1=CC=C(C=C1)C2=CC(=NN2C3=CC=C(C=C3)S(=O)(=O)N)C(F)(F)F. Drug 2: CN(CCCl)CCCl.Cl. Cell line: UACC62. Synergy scores: CSS=22.1, Synergy_ZIP=-6.04, Synergy_Bliss=-1.89, Synergy_Loewe=-11.7, Synergy_HSA=-1.57.